This data is from NCI-60 drug combinations with 297,098 pairs across 59 cell lines. The task is: Regression. Given two drug SMILES strings and cell line genomic features, predict the synergy score measuring deviation from expected non-interaction effect. (1) Drug 1: COC1=CC(=CC(=C1O)OC)C2C3C(COC3=O)C(C4=CC5=C(C=C24)OCO5)OC6C(C(C7C(O6)COC(O7)C8=CC=CS8)O)O. Drug 2: CC(C1=C(C=CC(=C1Cl)F)Cl)OC2=C(N=CC(=C2)C3=CN(N=C3)C4CCNCC4)N. Cell line: HCT116. Synergy scores: CSS=56.9, Synergy_ZIP=-3.46, Synergy_Bliss=-3.15, Synergy_Loewe=-9.44, Synergy_HSA=-1.60. (2) Drug 1: CS(=O)(=O)C1=CC(=C(C=C1)C(=O)NC2=CC(=C(C=C2)Cl)C3=CC=CC=N3)Cl. Drug 2: CC1=C2C(C(=O)C3(C(CC4C(C3C(C(C2(C)C)(CC1OC(=O)C(C(C5=CC=CC=C5)NC(=O)OC(C)(C)C)O)O)OC(=O)C6=CC=CC=C6)(CO4)OC(=O)C)OC)C)OC. Cell line: SF-539. Synergy scores: CSS=65.6, Synergy_ZIP=11.1, Synergy_Bliss=13.2, Synergy_Loewe=-13.3, Synergy_HSA=14.6. (3) Drug 1: CC1CCC2CC(C(=CC=CC=CC(CC(C(=O)C(C(C(=CC(C(=O)CC(OC(=O)C3CCCCN3C(=O)C(=O)C1(O2)O)C(C)CC4CCC(C(C4)OC)O)C)C)O)OC)C)C)C)OC. Drug 2: C1=CC=C(C=C1)NC(=O)CCCCCCC(=O)NO. Cell line: UACC-257. Synergy scores: CSS=13.9, Synergy_ZIP=-6.65, Synergy_Bliss=0.630, Synergy_Loewe=-4.99, Synergy_HSA=-1.24. (4) Drug 1: CC1CCC2CC(C(=CC=CC=CC(CC(C(=O)C(C(C(=CC(C(=O)CC(OC(=O)C3CCCCN3C(=O)C(=O)C1(O2)O)C(C)CC4CCC(C(C4)OC)O)C)C)O)OC)C)C)C)OC. Drug 2: CS(=O)(=O)OCCCCOS(=O)(=O)C. Cell line: MDA-MB-435. Synergy scores: CSS=13.3, Synergy_ZIP=-4.20, Synergy_Bliss=-0.688, Synergy_Loewe=-18.8, Synergy_HSA=-1.82. (5) Drug 2: C1CN(CCN1C(=O)CCBr)C(=O)CCBr. Cell line: HL-60(TB). Synergy scores: CSS=56.8, Synergy_ZIP=0.277, Synergy_Bliss=3.20, Synergy_Loewe=-8.18, Synergy_HSA=4.12. Drug 1: CC12CCC3C(C1CCC2=O)CC(=C)C4=CC(=O)C=CC34C. (6) Drug 1: C1=C(C(=O)NC(=O)N1)F. Drug 2: CN1C(=O)N2C=NC(=C2N=N1)C(=O)N. Cell line: KM12. Synergy scores: CSS=28.5, Synergy_ZIP=-5.69, Synergy_Bliss=-13.4, Synergy_Loewe=-20.5, Synergy_HSA=-13.9.